This data is from Catalyst prediction with 721,799 reactions and 888 catalyst types from USPTO. The task is: Predict which catalyst facilitates the given reaction. Reactant: N[C@@H]1C2C(=CC=CC=2)C[C@@H]1O.[CH:12]1([C:18]2[C:27]3[C:26](=[O:28])[CH2:25][C:24]([CH3:30])([CH3:29])[CH2:23][C:22]=3[N:21]=[C:20]([CH:31]([CH3:33])[CH3:32])[C:19]=2[C:34](=[O:45])[C:35]2[CH:40]=[CH:39][C:38]([C:41]([F:44])([F:43])[F:42])=[CH:37][CH:36]=2)[CH2:17][CH2:16][CH2:15][CH2:14][CH2:13]1.CO. Product: [CH:12]1([C:18]2[C:27]3[C@@H:26]([OH:28])[CH2:25][C:24]([CH3:30])([CH3:29])[CH2:23][C:22]=3[N:21]=[C:20]([CH:31]([CH3:33])[CH3:32])[C:19]=2[C:34]([C:35]2[CH:40]=[CH:39][C:38]([C:41]([F:44])([F:42])[F:43])=[CH:37][CH:36]=2)=[O:45])[CH2:17][CH2:16][CH2:15][CH2:14][CH2:13]1. The catalyst class is: 1.